Dataset: Forward reaction prediction with 1.9M reactions from USPTO patents (1976-2016). Task: Predict the product of the given reaction. (1) Given the reactants [OH-].[K+].[C:3]([C:6]1[N:11]=[C:10]([C:12]2[CH:17]=[CH:16][C:15]([C:18]3[CH:23]=[CH:22][C:21]([CH2:24][C:25]([O:27]C)=[O:26])=[CH:20][C:19]=3[Cl:29])=[CH:14][CH:13]=2)[C:9]([CH3:30])=[N:8][C:7]=1[CH3:31])(=[O:5])[NH2:4].Cl, predict the reaction product. The product is: [C:3]([C:6]1[N:11]=[C:10]([C:12]2[CH:13]=[CH:14][C:15]([C:18]3[CH:23]=[CH:22][C:21]([CH2:24][C:25]([OH:27])=[O:26])=[CH:20][C:19]=3[Cl:29])=[CH:16][CH:17]=2)[C:9]([CH3:30])=[N:8][C:7]=1[CH3:31])(=[O:5])[NH2:4]. (2) Given the reactants Cl.Cl.[CH3:3][C:4]1[N:8]=[C:7]([N:9]2[CH2:14][CH2:13][CH:12]([NH2:15])[CH2:11][CH2:10]2)[S:6][N:5]=1.[OH-].[Na+], predict the reaction product. The product is: [CH3:3][C:4]1[N:8]=[C:7]([N:9]2[CH2:10][CH2:11][CH:12]([NH2:15])[CH2:13][CH2:14]2)[S:6][N:5]=1. (3) The product is: [CH3:31][O:30][C:26]1[CH:25]=[C:23]([NH:24][C:2]2[CH:7]=[N:6][CH:5]=[C:4]([O:8][C:9]3[CH:10]=[C:11]4[C:15](=[CH:16][CH:17]=3)[C:14](=[O:18])[CH2:13][CH2:12]4)[N:3]=2)[CH:22]=[C:21]([O:20][CH3:19])[C:27]=1[O:28][CH3:29]. Given the reactants Cl[C:2]1[CH:7]=[N:6][CH:5]=[C:4]([O:8][C:9]2[CH:10]=[C:11]3[C:15](=[CH:16][CH:17]=2)[C:14](=[O:18])[CH2:13][CH2:12]3)[N:3]=1.[CH3:19][O:20][C:21]1[CH:22]=[C:23]([CH:25]=[C:26]([O:30][CH3:31])[C:27]=1[O:28][CH3:29])[NH2:24], predict the reaction product. (4) Given the reactants [CH2:1]([S:3]([N:6]1[CH2:11][CH2:10][CH:9]([C:12]2[C:20]3[C:15](=[C:16]([C:29]([NH2:31])=[O:30])[CH:17]=[C:18]([C:21]4[CH:26]=[CH:25][CH:24]=[C:23]([CH2:27][OH:28])[CH:22]=4)[CH:19]=3)[NH:14][N:13]=2)[CH2:8][CH2:7]1)(=[O:5])=[O:4])[CH3:2], predict the reaction product. The product is: [CH2:1]([S:3]([N:6]1[CH2:7][CH2:8][CH:9]([C:12]2[C:20]3[C:15](=[C:16]([C:29]([NH2:31])=[O:30])[CH:17]=[C:18]([C:21]4[CH:26]=[CH:25][CH:24]=[C:23]([CH:27]=[O:28])[CH:22]=4)[CH:19]=3)[NH:14][N:13]=2)[CH2:10][CH2:11]1)(=[O:4])=[O:5])[CH3:2]. (5) Given the reactants Br[C:2]1[CH:3]=[C:4]2[C:8](=[CH:9][CH:10]=1)[NH:7][CH:6]=[C:5]2[CH2:11][CH2:12][N:13]([CH3:15])[CH3:14].C([Li])(C)(C)C.CN([CH:24]=[O:25])C, predict the reaction product. The product is: [CH3:14][N:13]([CH3:15])[CH2:12][CH2:11][C:5]1[C:4]2[C:8](=[CH:9][CH:10]=[C:2]([CH:24]=[O:25])[CH:3]=2)[NH:7][CH:6]=1. (6) Given the reactants Cl.[Cl:2][C:3]1[CH:4]=[CH:5][C:6]2[NH:11][C:10](=[O:12])[O:9][C:8]([CH2:17][NH2:18])([C:13]([F:16])([F:15])[F:14])[C:7]=2[CH:19]=1.C(N(CC)CC)C.[F:27][C:28]1[CH:33]=[CH:32][C:31]([S:34](Cl)(=[O:36])=[O:35])=[CH:30][CH:29]=1.O, predict the reaction product. The product is: [Cl:2][C:3]1[CH:4]=[CH:5][C:6]2[NH:11][C:10](=[O:12])[O:9][C:8]([CH2:17][NH:18][S:34]([C:31]3[CH:32]=[CH:33][C:28]([F:27])=[CH:29][CH:30]=3)(=[O:36])=[O:35])([C:13]([F:15])([F:16])[F:14])[C:7]=2[CH:19]=1.